Dataset: Forward reaction prediction with 1.9M reactions from USPTO patents (1976-2016). Task: Predict the product of the given reaction. (1) The product is: [O:13]1[C:17]2[CH:18]=[CH:19][C:20]([C:22]3[NH:12][C:11]4[N:10]([N:9]=[CH:8][C:7]=4[C:1]4[CH:2]=[CH:3][CH:4]=[CH:5][CH:6]=4)[C:24](=[O:25])[CH:23]=3)=[CH:21][C:16]=2[CH2:15][CH2:14]1. Given the reactants [C:1]1([C:7]2[CH:8]=[N:9][NH:10][C:11]=2[NH2:12])[CH:6]=[CH:5][CH:4]=[CH:3][CH:2]=1.[O:13]1[C:17]2[CH:18]=[CH:19][C:20]([C:22](=O)[CH2:23][C:24](OC)=[O:25])=[CH:21][C:16]=2[CH2:15][CH2:14]1, predict the reaction product. (2) Given the reactants [F:1][C:2]1[CH:7]=[CH:6][C:5]([S:8]([N:11]2[CH2:15][CH:14]=[CH:13][C@H:12]2[C:16]([O:18][CH3:19])=[O:17])(=[O:10])=[O:9])=[CH:4][CH:3]=1.C1(C)C=CC=CC=1.[F-].[Na+].[F:29][C:30]([F:42])(S(F)(=O)=O)C(O[Si](C)(C)C)=O, predict the reaction product. The product is: [F:29][C:30]1([F:42])[C@H:13]2[C@@H:14]1[CH2:15][N:11]([S:8]([C:5]1[CH:6]=[CH:7][C:2]([F:1])=[CH:3][CH:4]=1)(=[O:9])=[O:10])[C@@H:12]2[C:16]([O:18][CH3:19])=[O:17].